This data is from Forward reaction prediction with 1.9M reactions from USPTO patents (1976-2016). The task is: Predict the product of the given reaction. Given the reactants [OH-].[Na+].[CH3:3][O:4][CH:5]([O:16][CH3:17])[C:6]1[CH:15]=[CH:14][C:9]([C:10]([O:12]C)=[O:11])=[CH:8][N:7]=1.Cl, predict the reaction product. The product is: [CH3:3][O:4][CH:5]([O:16][CH3:17])[C:6]1[CH:15]=[CH:14][C:9]([C:10]([OH:12])=[O:11])=[CH:8][N:7]=1.